Task: Predict the product of the given reaction.. Dataset: Forward reaction prediction with 1.9M reactions from USPTO patents (1976-2016) (1) Given the reactants [C:1]([C:3]1[CH:8]=[CH:7][C:6]([NH:9][CH:10]([C:16]2[CH:21]=[C:20]([C:22]#[C:23][Si:24]([CH3:27])([CH3:26])[CH3:25])[CH:19]=[C:18]([CH2:28]O)[CH:17]=2)[C:11]([O:13][CH2:14][CH3:15])=[O:12])=[CH:5][CH:4]=1)#[N:2].CS(Cl)(=O)=O.[NH:35]1[CH2:39][CH2:38][CH2:37][CH2:36]1, predict the reaction product. The product is: [C:1]([C:3]1[CH:4]=[CH:5][C:6]([NH:9][CH:10]([C:16]2[CH:21]=[C:20]([C:22]#[C:23][Si:24]([CH3:26])([CH3:27])[CH3:25])[CH:19]=[C:18]([CH2:28][N:35]3[CH2:39][CH2:38][CH2:37][CH2:36]3)[CH:17]=2)[C:11]([O:13][CH2:14][CH3:15])=[O:12])=[CH:7][CH:8]=1)#[N:2]. (2) Given the reactants [CH2:1]([O:8][C:9]1[CH:10]=[CH:11][C:12]2[O:17][CH:16]([CH3:18])[C:15](=O)[NH:14][C:13]=2[CH:20]=1)[C:2]1[CH:7]=[CH:6][CH:5]=[CH:4][CH:3]=1, predict the reaction product. The product is: [CH2:1]([O:8][C:9]1[CH:10]=[CH:11][C:12]2[O:17][CH:16]([CH3:18])[CH2:15][NH:14][C:13]=2[CH:20]=1)[C:2]1[CH:3]=[CH:4][CH:5]=[CH:6][CH:7]=1.